Dataset: Forward reaction prediction with 1.9M reactions from USPTO patents (1976-2016). Task: Predict the product of the given reaction. Given the reactants [Na].[CH2:2]([OH:10])[CH2:3][CH2:4][CH2:5][CH2:6][CH2:7][CH2:8][CH3:9].Cl[CH2:12][CH:13]([OH:16])[CH2:14][OH:15], predict the reaction product. The product is: [CH2:2]([O:10][CH2:12][CH:13]([CH2:14][OH:15])[OH:16])[CH2:3][CH2:4][CH2:5][CH2:6][CH2:7][CH2:8][CH3:9].[CH3:12][CH2:13][O:10][CH2:2][CH3:3].